Dataset: Drug-target binding data from BindingDB using Ki measurements. Task: Regression. Given a target protein amino acid sequence and a drug SMILES string, predict the binding affinity score between them. We predict pKi (pKi = -log10(Ki in M); higher means stronger inhibition). Dataset: bindingdb_ki. (1) The small molecule is [SH-]. The target protein sequence is MKKRFSFIFIFLVALPLYSANNVAAPLIDLGAEAKKQAQKSAATQSAVPEKESATKVAEKQKEPEEKAKPEPKKPPHWGYFGEEGPQYWGELAPEFSTCKTGKNQSPINLKPQTAVGTTSLPGFDVYYRETALKLINNGHTLQVNIPLGSYIKINGHRYELLQYHFHTPSEHQRDGFNYPMEMHLVHKDGDGNLAVIAILFQEGEENETLAKLMSFLPQTLKKQEIHESVKIHPAKFFPADKKFYKYSGSLTTPPCSEGVYWMVFKQPIQASVTQLEKMHEYLGSNARPVQRQNARTLLKSWPDRNRANTVYEFY. The pKi is 6.0. (2) The drug is NCCc1cnc[nH]1. The target protein (P25102) has sequence MEPNGTVHSCCLDSMALKVTISVVLTTLILITIAGNVVVCLAVSLNRRLRSLTNCFIVSLAATDLLLGLLVLPFSAIYQLSFTWSFGHVFCNIYTSLDVMLCTASILNLFMISLDRYCAVTDPLRYPVLVTPVRVAISLVFIWVISITLSFLSIHLGWNSRNGTRGGNDTFKCKVQVNEVYGLVDGLVTFYLPLLIMCVTYYRIFKIAREQAKRINHISSWKAATIREHKATVTLAAVMGAFIICWFPYFTAFVYRGLRGDDAINEAVEGIVLWLGYANSALNPILYAALNRDFRTAYQQLFHCKFASHNSHKTSLRLNNSLLPRSQSREGRWQEEKPLKLQVWSGTELTHPQGNPIR. The pKi is 7.8. (3) The small molecule is Nc1ncnc2c1ncn2[C@H]1C[C@H](O)/C(=C/F)O1. The target protein (P10760) has sequence MADKLPYKVADIGLAAWGRKALDIAENEMPGLMRMREMYSASKPLKGARIAGCLHMTVETAVLIETLVALGAEVRWSSCNIFSTQDHAAAAIAKAGIPVFAWKGETDEEYLWCIEQTLHFKDGPLNMILDDGGDLTNLIHTKHPQLLSGIRGISEETTTGVHNLYKMMANGILKVPAINVNDSVTKSKFDNLYGCRESLIDGIKRATDVMIAGKVAVVAGYGDVGKGCAQALRGFGARVIITEIDPINALQAAMEGYEVTTMDEACKEGNIFVTTTGCVDIILGRHFEQMKDDAIVCNIGHFDVEIDVKWLNENAVEKVNIKPQVDRYLLKNGHRIILLAEGRLVNLGCAMGHPSFVMSNSFTNQVMAQIELWTHPDKYPVGVHFLPKKLDEAVAEAHLGKLNVKLTKLTEKQAQYLGMPINGPFKPDHYRY. The pKi is 3.8. (4) The small molecule is CN[C@@H](C)C(=O)N[C@H](C(=O)N1CC[C@H]2CC[C@H](NC(=O)c3cccc4ccccc34)[C@H]21)C(C)(C)C. The target protein sequence is MGSSHHHHHHSSGEVPRGSHMLETEEEEEEGAGATLSRGPAFPGMGSEELRLASFYDWPLTAEVPPELLAAAGFFHTGHQDKVRCFFCYGGLQSWKRGDDPWTEHAKWFPGCQFLLRSKGQEYINNIHLTHSL. The pKi is 7.3. (5) The pKi is 4.7. The target protein (P50130) has sequence MRTLNTSTMDGTGLVVERDFSFRILTACFLSLLILSTLLGNTLVCAAVIRFRHLRSKVTNFFVISLAVSDLLVAVLVMPWKAVAEIAGFWPFGSFCNIWVAFDIMCSTASILNLCVISVDRYWAISSPFRYERKMTPKAAFILISVAWTLSVLISFIPVQLSWHKAKPTSPSDGNVTSLGKTTHNCDSSLSRTYAISSSLISFYIPVAIMIVTYTRIYRIAQKQIRRISALERAAVHAKNCQTTAGNGNPAECSQPESSFKMSFKRETKVLKTLSVIMGVFVCCWLPFFILNCMVPFCGSGETKPFCIDSITFDVFVWFGWANSSLNPIIYAFNADFRKAFSTLLGCYRLCPTSTNAIETVSINNNGAVVFSSHHEPRGSISKDCNLVYLIPHAVGSSEDLKKEEAGGIASPLEKLSPALSVILDYDTDVSLEKIQPITQNGQHPT. The small molecule is CCCN(CCC)C1CCn2ncc(C=O)c2C1. (6) The compound is COc1ccccc1Cn1c(SCC(=O)N2CCC(C)CC2)nnc1-c1ccncc1. The target protein sequence is MKFLLVLALCAVVYAKHEAYIGWKSYYVGVATDAQAKALEPLIQKYELDFLSHPTKSREGVVLVKPQHQAGFVQDIEAGGITYRIHADDVKRQLEFDDQLIEMQRMSSFTRTAGRQLPYDNYQELEVIDEYLDYIGEKYPDVATVVNAAESFEGRPIKYIKISTTNFEDENKPVIFIDGGIHAREWISPPSVTWAIHKLVEDVTENDLLEKFDWILLPVVNPDGYKYTFTNERFWRKTRSTNNNPLSQICRGADGNRNFDFVWNSIGTSNSPCSDIYAGTSAFSEVETRVVRDILHEHLARMALYLTMHSFGSMILYPWGHDGSLSQNALGLHTVGVAMASVIQSNALPNFPPYTVGNSALVIGYYIAGSSEDYAHSIGVPLSYTYELPGLSSGWDGFHLPPQYIEQVCRETWEGIVVGARRAGDLFRK. The pKi is 4.5. (7) The drug is COc1ccc(C(CN(C)C)C2(O)CCCCC2)cc1. The target protein (Q9WVR3) has sequence MASVCGAPSPGGALGSQAPAWYHRDLSRAAAEELLARAGRDGSFLVRDSESVAGAFALCVLYQKHVHTYRILPDGEDFLAVQTSQGVPVRRFQTLGELIGLYAQPNQGLVCALLLPVEGEREPDPPDDRDASDVEDEKPPLPPRSGSTSISVPAGPSSPLPAPETPTTPAAESTPNGLSTVSHEYLKGSYGLDLEAVRGGASNLPHLTRTLVTSCRRLHSEVDKVLSGLEILSKVFDQQSSPMVTRLLQQQSLPQTGEQELESLVLKLSVLKDFLSGIQKKALKALQDMSSTAPPAPLQPSIRKAKTIPVQAFEVKLDVTLGDLTKIGKSQKFTLSVDVEGGRLVLLRRQRDSQEDWTTFTHDRIRQLIKSQRVQNKLGVVFEKEKDRTQRKDFIFVSARKREAFCQLLQLMKNKHSKQDEPDMISVFIGTWNMGSVPPPKNVTSWFTSKGLGKALDEVTVTIPHDIYVFGTQENSVGDREWLDLLRGGLKELTDLDYRP.... The pKi is 6.0.